This data is from Tox21: 12 toxicity assays (nuclear receptors and stress response pathways). The task is: Binary classification across 12 toxicity assays. The molecule is CCCSP(=O)(OCC)Oc1ccc(Br)cc1Cl. It tested positive (active) for: NR-AhR (Aryl hydrocarbon Receptor agonist activity), and SR-MMP (Mitochondrial Membrane Potential disruption).